From a dataset of Forward reaction prediction with 1.9M reactions from USPTO patents (1976-2016). Predict the product of the given reaction. The product is: [CH3:21][O:20][C:13]1[CH:14]=[CH:15][C:16]([O:18][CH3:19])=[CH:17][C:12]=1[S:9]([NH:8][C@H:6]1[CH2:5][N:4]([C:22]([O:24][C:25]([CH3:28])([CH3:27])[CH3:26])=[O:23])[C@@H:3]([CH2:2][NH:1][C:30]([O:32][C:33]2[CH:38]=[CH:37][CH:36]=[CH:35][CH:34]=2)=[O:31])[CH2:7]1)(=[O:11])=[O:10]. Given the reactants [NH2:1][CH2:2][C@H:3]1[CH2:7][C@@H:6]([NH:8][S:9]([C:12]2[CH:17]=[C:16]([O:18][CH3:19])[CH:15]=[CH:14][C:13]=2[O:20][CH3:21])(=[O:11])=[O:10])[CH2:5][N:4]1[C:22]([O:24][C:25]([CH3:28])([CH3:27])[CH3:26])=[O:23].Cl[C:30]([O:32][C:33]1[CH:38]=[CH:37][CH:36]=[CH:35][CH:34]=1)=[O:31], predict the reaction product.